From a dataset of Reaction yield outcomes from USPTO patents with 853,638 reactions. Predict the reaction yield, written as a fraction of the theoretical maximum amount of product (1.0 means a 100% yield; for example, 0.34 means a 34% yield). (1) The reactants are N(C(OC(C)C)=O)=NC(OC(C)C)=O.[CH2:15]([N:17]([CH2:39][CH3:40])[C:18](=[O:38])[CH2:19][C:20]1[C:21]([C:31]2[CH:36]=[CH:35][C:34]([OH:37])=[CH:33][CH:32]=2)=[N:22][N:23]2[C:28]([CH3:29])=[CH:27][C:26]([CH3:30])=[N:25][C:24]=12)[CH3:16].C1(P(C2C=CC=CC=2)C2C=CC=CC=2)C=CC=CC=1.[S:60]([C:67]1[CH:73]=[CH:72][C:70]([CH3:71])=[CH:69][CH:68]=1)([O:63][CH2:64][CH2:65]O)(=[O:62])=[O:61]. The catalyst is C1COCC1. The product is [CH2:39]([N:17]([CH2:15][CH3:16])[C:18]([CH2:19][C:20]1[C:21]([C:31]2[CH:32]=[CH:33][C:34]([O:37][CH2:65][CH2:64][O:63][S:60]([C:67]3[CH:73]=[CH:72][C:70]([CH3:71])=[CH:69][CH:68]=3)(=[O:62])=[O:61])=[CH:35][CH:36]=2)=[N:22][N:23]2[C:28]([CH3:29])=[CH:27][C:26]([CH3:30])=[N:25][C:24]=12)=[O:38])[CH3:40]. The yield is 0.850. (2) The catalyst is C(O)C.C1(C)C=CC=CC=1. The yield is 0.0840. The reactants are [NH2:1][C:2]1[CH:30]=[CH:29][C:5]([O:6][C:7]2[N:12]=[CH:11][N:10]=[C:9]([NH:13][C:14]([N:16]3[CH2:21][CH2:20][N:19]([CH2:22][CH2:23][N:24]4[CH2:28][CH2:27][CH2:26][CH2:25]4)[CH2:18][CH2:17]3)=[O:15])[CH:8]=2)=[C:4]([F:31])[CH:3]=1.CC1(C)C2(CS(O)(=O)=O)C(CC1CC2)=O.[C:47]1([CH2:53][C:54]([N:56]=[C:57]=[S:58])=[O:55])[CH:52]=[CH:51][CH:50]=[CH:49][CH:48]=1. The product is [F:31][C:4]1[CH:3]=[C:2]([NH:1][C:57]([NH:56][C:54](=[O:55])[CH2:53][C:47]2[CH:48]=[CH:49][CH:50]=[CH:51][CH:52]=2)=[S:58])[CH:30]=[CH:29][C:5]=1[O:6][C:7]1[N:12]=[CH:11][N:10]=[C:9]([NH:13][C:14]([N:16]2[CH2:21][CH2:20][N:19]([CH2:22][CH2:23][N:24]3[CH2:28][CH2:27][CH2:26][CH2:25]3)[CH2:18][CH2:17]2)=[O:15])[CH:8]=1. (3) The reactants are [F:1][C:2]1[CH:3]=[C:4]([CH:7]=[C:8]([O:11]C)[C:9]=1[OH:10])[CH:5]=[O:6].B(Br)(Br)Br. The catalyst is ClCCl. The product is [F:1][C:2]1[CH:3]=[C:4]([CH:7]=[C:8]([OH:11])[C:9]=1[OH:10])[CH:5]=[O:6]. The yield is 0.890. (4) The reactants are [CH3:1][C:2]1[N:3]=[C:4]([CH:7]([OH:9])[CH3:8])[S:5][CH:6]=1.C1C(=O)N([Br:17])C(=O)C1. The catalyst is CN(C=O)C.O. The product is [Br:17][C:6]1[S:5][C:4]([CH:7]([OH:9])[CH3:8])=[N:3][C:2]=1[CH3:1]. The yield is 0.740. (5) The reactants are [OH:1][C:2]1[C:3]([C:12]([OH:14])=[O:13])=[CH:4][C:5]2[C:10]([CH:11]=1)=[CH:9][CH:8]=[CH:7][CH:6]=2.[Br:15]Br. The catalyst is C(O)(=O)C. The product is [Br:15][C:11]1[C:10]2[C:5](=[CH:6][CH:7]=[CH:8][CH:9]=2)[CH:4]=[C:3]([C:12]([OH:14])=[O:13])[C:2]=1[OH:1]. The yield is 0.880.